From a dataset of Peptide-MHC class I binding affinity with 185,985 pairs from IEDB/IMGT. Regression. Given a peptide amino acid sequence and an MHC pseudo amino acid sequence, predict their binding affinity value. This is MHC class I binding data. (1) The peptide sequence is IPLGGNGAM. The MHC is HLA-B83:01 with pseudo-sequence HLA-B83:01. The binding affinity (normalized) is 0.373. (2) The peptide sequence is LMWASSGFF. The MHC is HLA-A02:06 with pseudo-sequence HLA-A02:06. The binding affinity (normalized) is 0.614. (3) The peptide sequence is HLPGFGTAF. The MHC is HLA-A03:01 with pseudo-sequence HLA-A03:01. The binding affinity (normalized) is 0.0847. (4) The peptide sequence is ISDYDYYRY. The MHC is HLA-A11:01 with pseudo-sequence HLA-A11:01. The binding affinity (normalized) is 0.155. (5) The MHC is HLA-A03:01 with pseudo-sequence HLA-A03:01. The peptide sequence is PLFPGITRV. The binding affinity (normalized) is 0.0847. (6) The peptide sequence is WCRVGRGTI. The MHC is HLA-A02:01 with pseudo-sequence HLA-A02:01. The binding affinity (normalized) is 0.0847.